Dataset: Forward reaction prediction with 1.9M reactions from USPTO patents (1976-2016). Task: Predict the product of the given reaction. (1) Given the reactants Br[C:2]1[CH:7]=[C:6]([CH3:8])[C:5]([C:9]2[C:10](=[O:23])[CH:11]([CH2:16][C:17]3[CH:22]=[CH:21][CH:20]=[CH:19][N:18]=3)[CH2:12][C:13]=2[O:14][CH3:15])=[C:4]([CH3:24])[CH:3]=1.[CH2:25]([Sn](CCCC)(CCCC)C#CC)[CH2:26][CH2:27]C, predict the reaction product. The product is: [CH3:8][C:6]1[CH:7]=[C:2]([C:25]#[C:26][CH3:27])[CH:3]=[C:4]([CH3:24])[C:5]=1[C:9]1[C:10](=[O:23])[CH:11]([CH2:16][C:17]2[CH:22]=[CH:21][CH:20]=[CH:19][N:18]=2)[CH2:12][C:13]=1[O:14][CH3:15]. (2) Given the reactants [NH2:1][C:2]1[CH:7]=[CH:6][C:5]([C:8]2[N:13]=[C:12]([N:14]3[CH2:20][CH:19]4[O:21][CH:16]([CH2:17][CH2:18]4)[CH2:15]3)[N:11]=[C:10]([C:22]3[CH:27]=[CH:26][C:25]([NH:28][C:29]([NH:31][CH3:32])=[O:30])=[CH:24][CH:23]=3)[N:9]=2)=[CH:4][CH:3]=1.[C:33]([C:36]1[CH:41]=[CH:40][C:39]([NH:42][C:43](=O)[O:44]C2C=CC=CC=2)=[CH:38][CH:37]=1)(=[O:35])[NH2:34], predict the reaction product. The product is: [CH3:32][NH:31][C:29]([NH:28][C:25]1[CH:26]=[CH:27][C:22]([C:10]2[N:11]=[C:12]([N:14]3[CH2:20][CH:19]4[O:21][CH:16]([CH2:17][CH2:18]4)[CH2:15]3)[N:13]=[C:8]([C:5]3[CH:4]=[CH:3][C:2]([NH:1][C:43]([NH:42][C:39]4[CH:40]=[CH:41][C:36]([C:33]([NH2:34])=[O:35])=[CH:37][CH:38]=4)=[O:44])=[CH:7][CH:6]=3)[N:9]=2)=[CH:23][CH:24]=1)=[O:30]. (3) Given the reactants [C:1]([O:5][C:6]([NH:8][C@@H:9]1[CH2:13][CH2:12][C@:11]([CH:17]([CH3:19])[CH3:18])([C:14]([OH:16])=O)[CH2:10]1)=[O:7])([CH3:4])([CH3:3])[CH3:2].[C:20]1([C:26]2[CH2:27][CH2:28][NH:29][CH2:30][CH:31]=2)[CH:25]=[CH:24][CH:23]=[CH:22][CH:21]=1.C(N(CC)CC)C.F[P-](F)(F)(F)(F)F.N1(O[P+](N(C)C)(N(C)C)N(C)C)C2C=CC=CC=2N=N1, predict the reaction product. The product is: [CH:17]([C@:11]1([C:14]([N:29]2[CH2:28][CH:27]=[C:26]([C:20]3[CH:25]=[CH:24][CH:23]=[CH:22][CH:21]=3)[CH2:31][CH2:30]2)=[O:16])[CH2:12][CH2:13][C@@H:9]([NH:8][C:6](=[O:7])[O:5][C:1]([CH3:2])([CH3:3])[CH3:4])[CH2:10]1)([CH3:19])[CH3:18]. (4) Given the reactants BrC1[CH:7]=[C:6]([CH3:8])[CH:5]=[C:4]([CH3:9])[CH:3]=1.II.CON(C)[C:15](=[O:17])[CH3:16].O1CCC[CH2:20]1, predict the reaction product. The product is: [CH3:9][C:4]1[CH:3]=[C:16]([C:15](=[O:17])[CH3:20])[CH:7]=[C:6]([CH3:8])[CH:5]=1. (5) Given the reactants [OH:1][C:2]1([CH:8]([C:24]2[CH:29]=[CH:28][CH:27]=[C:26]([O:30][C:31]([F:34])([F:33])[F:32])[CH:25]=2)[C:9]([N:11]2[CH2:16][CH2:15][N:14]([C:17]([O:19][C:20]([CH3:23])([CH3:22])[CH3:21])=[O:18])[CH2:13][CH2:12]2)=[O:10])[CH2:7][CH2:6][CH2:5][CH2:4][CH2:3]1, predict the reaction product. The product is: [OH:1][C:2]1([C@@H:8]([C:24]2[CH:29]=[CH:28][CH:27]=[C:26]([O:30][C:31]([F:33])([F:34])[F:32])[CH:25]=2)[C:9]([N:11]2[CH2:16][CH2:15][N:14]([C:17]([O:19][C:20]([CH3:23])([CH3:22])[CH3:21])=[O:18])[CH2:13][CH2:12]2)=[O:10])[CH2:3][CH2:4][CH2:5][CH2:6][CH2:7]1. (6) Given the reactants [NH2:1][C:2]1[CH:7]=[CH:6][C:5]([N:8]2[CH:13]=[CH:12][C:11]([O:14][CH2:15][C:16]3[CH:21]=[CH:20][C:19]([Cl:22])=[CH:18][CH:17]=3)=[CH:10][C:9]2=[O:23])=[CH:4][C:3]=1[NH:24][CH3:25].CN(C(ON1N=NC2C=CC=NC1=2)=[N+](C)C)C.F[P-](F)(F)(F)(F)F.[F:50][C@@H:51]1[CH2:53][C@H:52]1[C:54](O)=O.C(N(CC)C(C)C)(C)C.[Cl-].[Cl-].[Ca+2], predict the reaction product. The product is: [Cl:22][C:19]1[CH:18]=[CH:17][C:16]([CH2:15][O:14][C:11]2[CH:12]=[CH:13][N:8]([C:5]3[CH:6]=[CH:7][C:2]4[N:1]=[C:54]([CH:52]5[CH2:53][CH:51]5[F:50])[N:24]([CH3:25])[C:3]=4[CH:4]=3)[C:9](=[O:23])[CH:10]=2)=[CH:21][CH:20]=1.